This data is from Reaction yield outcomes from USPTO patents with 853,638 reactions. The task is: Predict the reaction yield, written as a fraction of the theoretical maximum amount of product (1.0 means a 100% yield; for example, 0.34 means a 34% yield). (1) The product is [CH2:2]([N:4]([C:5]1[CH:6]=[N:7][O:8][C:9]=1[CH3:10])[C:13](=[O:14])[C:12]([F:23])([F:22])[F:11])[CH3:3]. The yield is 0.880. The catalyst is N1C=CC=CC=1. The reactants are Cl.[CH2:2]([NH:4][C:5]1[CH:6]=[N:7][O:8][C:9]=1[CH3:10])[CH3:3].[F:11][C:12]([F:23])([F:22])[C:13](O[C:13](=[O:14])[C:12]([F:23])([F:22])[F:11])=[O:14]. (2) The reactants are [NH2:1][C:2]1[CH:3]=[CH:4][C:5]([O:16][C:17]2[CH:22]=[CH:21][C:20]([F:23])=[CH:19][C:18]=2[F:24])=[C:6]([C:8]2[CH:9]=[CH:10][C:11](=[O:15])[N:12]([CH3:14])[CH:13]=2)[CH:7]=1.[CH2:25]([S:27](Cl)(=[O:29])=[O:28])[CH3:26].O. The catalyst is C(Cl)Cl. The product is [F:24][C:18]1[CH:19]=[C:20]([F:23])[CH:21]=[CH:22][C:17]=1[O:16][C:5]1[CH:4]=[CH:3][C:2]([NH:1][S:27]([CH2:25][CH3:26])(=[O:29])=[O:28])=[CH:7][C:6]=1[C:8]1[CH:9]=[CH:10][C:11](=[O:15])[N:12]([CH3:14])[CH:13]=1. The yield is 0.260. (3) The reactants are [F:1][C:2]1[C:8]([F:9])=[CH:7][CH:6]=[CH:5][C:3]=1[NH2:4].C(#N)C.[Br-:13].[Br-].[Br-].C([N+](CCCC)(CCCC)CCCC)CCC.C([N+](CCCC)(CCCC)CCCC)CCC.C([N+](CCCC)(CCCC)CCCC)CCC. The product is [Br:13][C:7]1[CH:6]=[CH:5][C:3]([NH2:4])=[C:2]([F:1])[C:8]=1[F:9]. The yield is 0.340. The catalyst is O. (4) The reactants are C(N[C:10]([N:12]([CH2:21][CH2:22][CH2:23][CH2:24][CH3:25])[C:13]1[N:14]=[CH:15][NH:16][C:17]=1[C:18]([NH2:20])=[O:19])=[S:11])(=O)C1C=CC=CC=1.[OH-].[Na+].Cl. The catalyst is O. The product is [CH2:21]([N:12]1[C:13]2[N:14]=[CH:15][NH:16][C:17]=2[C:18](=[O:19])[NH:20][C:10]1=[S:11])[CH2:22][CH2:23][CH2:24][CH3:25]. The yield is 0.940. (5) The reactants are [CH3:1][C:2]1[C:11]2[C:6](=[CH:7][CH:8]=[CH:9][CH:10]=2)[C:5]([C:12]#[N:13])=[CH:4][CH:3]=1.C1C(=O)N([Br:21])C(=O)C1.CC(N=NC(C#N)(C)C)(C#N)C. The catalyst is C(Cl)(Cl)(Cl)Cl.O. The product is [Br:21][CH2:1][C:2]1[C:11]2[C:6](=[CH:7][CH:8]=[CH:9][CH:10]=2)[C:5]([C:12]#[N:13])=[CH:4][CH:3]=1. The yield is 0.520. (6) The reactants are [C:1]([C:5]1[S:6][C:7]([C:21]([CH3:24])([CH3:23])[CH3:22])=[CH:8][C:9]=1[NH:10][C:11]([NH:13][C:14]1[CH:19]=[CH:18][C:17]([CH3:20])=[CH:16][CH:15]=1)=[O:12])([O:3][CH3:4])=[O:2].[CH3:25]CO. No catalyst specified. The product is [C:1]([C:5]1[S:6][C:7]([C:21]([CH3:24])([CH3:23])[CH3:22])=[CH:8][C:9]=1[NH:10][C:11]([NH:13][C:14]1[CH:15]=[CH:16][C:17]([CH3:20])=[CH:18][CH:19]=1)=[O:12])([O:3][CH2:4][CH3:25])=[O:2]. The yield is 0.590. (7) The reactants are [C:1]([O:4][C:5]([CH3:8])([CH3:7])[CH3:6])(=[O:3])[CH3:2].C([N-]C(C)C)(C)C.[Li+].[C:17]1(=[O:22])[CH2:21][CH2:20][CH2:19][CH2:18]1. The catalyst is C1COCC1. The product is [OH:22][C:17]1([CH2:2][C:1]([O:4][C:5]([CH3:8])([CH3:7])[CH3:6])=[O:3])[CH2:21][CH2:20][CH2:19][CH2:18]1. The yield is 0.701. (8) The reactants are [O:1]=[C:2]1[NH:7][C:6]2[CH:8]=[C:9]([CH2:12][N:13]3[CH2:18][CH2:17][N:16]([C:19]4[CH:28]=[CH:27][C:22]([C:23]([O:25]C)=[O:24])=[CH:21][CH:20]=4)[CH2:15][CH2:14]3)[CH:10]=[N:11][C:5]=2[N:4]2[CH2:29][CH2:30][CH2:31][CH2:32][C@@H:3]12.[Li+].[OH-]. The catalyst is O1CCOCC1. The product is [O:1]=[C:2]1[NH:7][C:6]2[CH:8]=[C:9]([CH2:12][N:13]3[CH2:14][CH2:15][N:16]([C:19]4[CH:28]=[CH:27][C:22]([C:23]([OH:25])=[O:24])=[CH:21][CH:20]=4)[CH2:17][CH2:18]3)[CH:10]=[N:11][C:5]=2[N:4]2[CH2:29][CH2:30][CH2:31][CH2:32][C@@H:3]12. The yield is 0.830.